Regression. Given a peptide amino acid sequence and an MHC pseudo amino acid sequence, predict their binding affinity value. This is MHC class I binding data. From a dataset of Peptide-MHC class I binding affinity with 185,985 pairs from IEDB/IMGT. (1) The peptide sequence is TRQQTSFPF. The MHC is HLA-B15:01 with pseudo-sequence HLA-B15:01. The binding affinity (normalized) is 0.424. (2) The peptide sequence is SPAIFQYTM. The MHC is HLA-B51:01 with pseudo-sequence HLA-B51:01. The binding affinity (normalized) is 0.408. (3) The peptide sequence is YLQSKGKDI. The MHC is HLA-B58:01 with pseudo-sequence HLA-B58:01. The binding affinity (normalized) is 0.0847. (4) The peptide sequence is YEDQLHRAS. The MHC is HLA-A26:02 with pseudo-sequence HLA-A26:02. The binding affinity (normalized) is 0.0847. (5) The peptide sequence is ATFYDINQML. The MHC is Mamu-A01 with pseudo-sequence Mamu-A01. The binding affinity (normalized) is 0.544.